Dataset: Reaction yield outcomes from USPTO patents with 853,638 reactions. Task: Predict the reaction yield, written as a fraction of the theoretical maximum amount of product (1.0 means a 100% yield; for example, 0.34 means a 34% yield). (1) The reactants are [Br:1][C:2]1[CH:14]=[CH:13][CH:12]=[C:11]([Br:15])[C:3]=1[CH2:4][NH:5][CH2:6][C:7]([O:9][CH3:10])=[O:8].[CH3:16][C:17]1[CH:24]=[C:23]([CH3:25])[CH:22]=[C:21]([CH3:26])[C:18]=1[CH2:19]Br.C([O-])([O-])=O.[K+].[K+]. The product is [Br:1][C:2]1[CH:14]=[CH:13][CH:12]=[C:11]([Br:15])[C:3]=1[CH2:4][N:5]([CH2:19][C:18]1[C:21]([CH3:26])=[CH:22][C:23]([CH3:25])=[CH:24][C:17]=1[CH3:16])[CH2:6][C:7]([O:9][CH3:10])=[O:8]. The catalyst is C(#N)C.[Li+].[I-]. The yield is 0.970. (2) The reactants are CC1(C)[O:6][CH:5]([CH2:7][CH2:8][O:9][C:10]2[CH:17]=[C:16]([F:18])[CH:15]=[C:14]([NH:19][C:20]3[CH:25]=[CH:24][C:23]([I:26])=[CH:22][C:21]=3[F:27])[C:11]=2[C:12]#[N:13])[CH2:4][O:3]1.Cl. The catalyst is C(#N)C. The product is [OH:6][CH:5]([CH2:4][OH:3])[CH2:7][CH2:8][O:9][C:10]1[CH:17]=[C:16]([F:18])[CH:15]=[C:14]([NH:19][C:20]2[CH:25]=[CH:24][C:23]([I:26])=[CH:22][C:21]=2[F:27])[C:11]=1[C:12]#[N:13]. The yield is 0.900. (3) The reactants are [N:1]1[CH:2]=[C:3]([NH2:10])[N:4]2[C:9]=1[CH:8]=[CH:7][CH:6]=[N:5]2.N1C=CC=CC=1.Cl[C:18]([O:20][C:21]1[CH:26]=[CH:25][CH:24]=[CH:23][CH:22]=1)=[O:19]. The catalyst is CN(C=O)C.CCOC(C)=O. The product is [C:21]1([O:20][C:18](=[O:19])[NH:10][C:3]2[N:4]3[N:5]=[CH:6][CH:7]=[CH:8][C:9]3=[N:1][CH:2]=2)[CH:26]=[CH:25][CH:24]=[CH:23][CH:22]=1. The yield is 0.720. (4) The reactants are [OH:1][C:2]1[CH:9]=[CH:8][C:5]([CH:6]=[O:7])=[CH:4][CH:3]=1.C([O-])([O-])=O.[K+].[K+].[Na+].[I-].Br[CH2:19][C:20]([O:22][C:23]([CH3:26])([CH3:25])[CH3:24])=[O:21]. The catalyst is C(#N)C.C(Cl)Cl.O. The product is [C:23]([O:22][C:20]([CH2:19][O:1][C:2]1[CH:9]=[CH:8][C:5]([CH:6]=[O:7])=[CH:4][CH:3]=1)=[O:21])([CH3:26])([CH3:25])[CH3:24]. The yield is 0.920. (5) The reactants are [Hg:1](OC(C)=O)OC(C)=O.[CH2:10]([O:17][CH2:18][C@@H:19]([OH:49])[C@@H:20]([O:41][CH2:42][C:43]1[CH:48]=[CH:47][CH:46]=[CH:45][CH:44]=1)[C@H:21]([O:33][CH2:34][C:35]1[CH:40]=[CH:39][CH:38]=[CH:37][CH:36]=1)[C@H:22]([O:25][CH2:26][C:27]1[CH:32]=[CH:31][CH:30]=[CH:29][CH:28]=1)[CH:23]=[CH2:24])[C:11]1[CH:16]=[CH:15][CH:14]=[CH:13][CH:12]=1.[Cl-:50].[K+]. The catalyst is C1COCC1.CCOC(C)=O. The product is [CH2:26]([O:25][C@H:22]1[C@@H:21]([O:33][CH2:34][C:35]2[CH:40]=[CH:39][CH:38]=[CH:37][CH:36]=2)[C@H:20]([O:41][CH2:42][C:43]2[CH:44]=[CH:45][CH:46]=[CH:47][CH:48]=2)[C@@H:19]([CH2:18][O:17][CH2:10][C:11]2[CH:12]=[CH:13][CH:14]=[CH:15][CH:16]=2)[O:49][C@@H:23]1[CH2:24][Hg:1][Cl:50])[C:27]1[CH:28]=[CH:29][CH:30]=[CH:31][CH:32]=1. The yield is 0.720. (6) The reactants are [NH2:1][C:2]1[CH:35]=[CH:34][C:5]([O:6][C:7]2[CH:12]=[CH:11][N:10]=[C:9]3[CH:13]=[C:14]([C:16]4[CH:33]=[CH:32][C:19]([CH2:20][N:21]([CH:29]5[CH2:31][CH2:30]5)C(=O)OC(C)(C)C)=[CH:18][CH:17]=4)[S:15][C:8]=23)=[C:4]([F:36])[CH:3]=1.CCN(C(C)C)C(C)C.[O:46]=[C:47]1[N:51]([C:52]2[CH:57]=[CH:56][CH:55]=[CH:54][CH:53]=2)[CH2:50][CH2:49][N:48]1[C:58](Cl)=[O:59]. The catalyst is C1COCC1. The product is [CH:29]1([NH:21][CH2:20][C:19]2[CH:32]=[CH:33][C:16]([C:14]3[S:15][C:8]4[C:9](=[N:10][CH:11]=[CH:12][C:7]=4[O:6][C:5]4[CH:34]=[CH:35][C:2]([NH:1][C:58]([N:48]5[CH2:49][CH2:50][N:51]([C:52]6[CH:57]=[CH:56][CH:55]=[CH:54][CH:53]=6)[C:47]5=[O:46])=[O:59])=[CH:3][C:4]=4[F:36])[CH:13]=3)=[CH:17][CH:18]=2)[CH2:31][CH2:30]1. The yield is 0.520. (7) The reactants are [Cl:1][C:2]1[CH:3]=[CH:4][C:5]2[N:11]([CH2:12][C:13]([CH3:17])([CH3:16])[CH2:14][OH:15])[C:10](=[O:18])[C@@H:9]([CH2:19][C:20]([OH:22])=O)[O:8][C@H:7]([C:23]3[CH:28]=[CH:27][CH:26]=[C:25]([O:29][CH3:30])[C:24]=3[O:31][CH3:32])[C:6]=2[CH:33]=1.Cl.[NH2:35][CH2:36][CH2:37][CH2:38][CH2:39][CH2:40][C:41]([O:43][CH3:44])=[O:42].P(C#N)(OCC)(OCC)=O.C(N(CC)CC)C. The catalyst is CN(C)C=O.C(OCC)(=O)C. The product is [Cl:1][C:2]1[CH:3]=[CH:4][C:5]2[N:11]([CH2:12][C:13]([CH3:16])([CH3:17])[CH2:14][OH:15])[C:10](=[O:18])[C@@H:9]([CH2:19][C:20]([NH:35][CH2:36][CH2:37][CH2:38][CH2:39][CH2:40][C:41]([O:43][CH3:44])=[O:42])=[O:22])[O:8][C@H:7]([C:23]3[CH:28]=[CH:27][CH:26]=[C:25]([O:29][CH3:30])[C:24]=3[O:31][CH3:32])[C:6]=2[CH:33]=1. The yield is 0.910.